Dataset: Forward reaction prediction with 1.9M reactions from USPTO patents (1976-2016). Task: Predict the product of the given reaction. Given the reactants C(N(CC)CC)C.Cl[C:9](Cl)([O:11]C(=O)OC(Cl)(Cl)Cl)Cl.[CH3:20][C:21]1[CH:30]=[CH:29][C:28]2[C:23](=[CH:24][CH:25]=[CH:26][C:27]=2[N:31]2[CH2:36][CH2:35][N:34]([CH2:37][CH2:38][C:39]3[CH:40]=[C:41]([CH:43]=[CH:44][CH:45]=3)[NH2:42])[CH2:33][CH2:32]2)[N:22]=1.C(N(C(C)C)CC)(C)C.[Cl:55][C:56]1[CH:57]=[CH:58][C:59]2[O:63][C:62]([NH2:64])=[N:61][C:60]=2[CH:65]=1, predict the reaction product. The product is: [Cl:55][C:56]1[CH:57]=[CH:58][C:59]2[O:63][C:62]([NH:64][C:9]([NH:42][C:41]3[CH:43]=[CH:44][CH:45]=[C:39]([CH2:38][CH2:37][N:34]4[CH2:33][CH2:32][N:31]([C:27]5[CH:26]=[CH:25][CH:24]=[C:23]6[C:28]=5[CH:29]=[CH:30][C:21]([CH3:20])=[N:22]6)[CH2:36][CH2:35]4)[CH:40]=3)=[O:11])=[N:61][C:60]=2[CH:65]=1.